Task: Regression/Classification. Given a drug SMILES string, predict its toxicity properties. Task type varies by dataset: regression for continuous values (e.g., LD50, hERG inhibition percentage) or binary classification for toxic/non-toxic outcomes (e.g., AMES mutagenicity, cardiotoxicity, hepatotoxicity). Dataset: ld50_zhu.. Dataset: Acute oral toxicity (LD50) regression data from Zhu et al. (1) The molecule is COC(=O)C(C)=COP(=S)(OC)OC. The rat oral LD50 is 2.55, given as -log10 of the dose in mol/kg body weight (higher means more acutely toxic). (2) The drug is N#CN=c1ccccn1Cc1ccccc1Cl. The rat oral LD50 is 2.69, given as -log10 of the dose in mol/kg body weight (higher means more acutely toxic). (3) The molecule is C=C(C)C(=O)OCCC[Si](OC)(OC)OC. The rat oral LD50 is 1.02, given as -log10 of the dose in mol/kg body weight (higher means more acutely toxic). (4) The drug is COc1ccc2c(c1)Sc1ccc(C(C)C(=O)O)cc1N2C. The rat oral LD50 is 2.63, given as -log10 of the dose in mol/kg body weight (higher means more acutely toxic). (5) The drug is BrC(Br)C(Br)Br. The rat oral LD50 is 2.46, given as -log10 of the dose in mol/kg body weight (higher means more acutely toxic).